This data is from Catalyst prediction with 721,799 reactions and 888 catalyst types from USPTO. The task is: Predict which catalyst facilitates the given reaction. (1) Reactant: C(OC([N:11]1[CH:17]([CH3:18])[CH2:16][C:15](=[O:19])[NH:14][CH2:13][CH2:12]1)=O)C1C=CC=CC=1. Product: [CH3:18][CH:17]1[NH:11][CH2:12][CH2:13][NH:14][C:15](=[O:19])[CH2:16]1. The catalyst class is: 29. (2) Reactant: [CH2:1]([NH:5][C:6]1[CH:7]=[CH:8][C:9]2[N:10]([C:12]([C:15]3[CH:23]=[CH:22][C:18]([C:19](O)=[O:20])=[CH:17][CH:16]=3)=[CH:13][N:14]=2)[N:11]=1)[CH2:2][CH2:3][CH3:4].[NH:24]1[CH2:29][CH2:28][CH:27]([NH:30][C:31](=[O:37])[O:32][C:33]([CH3:36])([CH3:35])[CH3:34])[CH2:26][CH2:25]1.C(N=C=NCCCN(C)C)C. Product: [CH2:1]([NH:5][C:6]1[CH:7]=[CH:8][C:9]2[N:10]([C:12]([C:15]3[CH:23]=[CH:22][C:18]([C:19]([N:24]4[CH2:25][CH2:26][CH:27]([NH:30][C:31](=[O:37])[O:32][C:33]([CH3:35])([CH3:34])[CH3:36])[CH2:28][CH2:29]4)=[O:20])=[CH:17][CH:16]=3)=[CH:13][N:14]=2)[N:11]=1)[CH2:2][CH2:3][CH3:4]. The catalyst class is: 4. (3) Reactant: [Br-].[CH2:2]([Li])[CH2:3][CH2:4][CH3:5].[B:7]([O:12]C)(OC)[O:8]C.Cl. Product: [CH2:4]([C:3]1[CH:2]=[C:2]([B:7]([OH:12])[OH:8])[CH:3]=[CH:4][C:5]=1[C:2]#[C:3][C:4]1[CH:5]=[CH:4][C:3]([CH2:2][CH2:3][CH2:4][CH3:5])=[CH:2][CH:5]=1)[CH3:5]. The catalyst class is: 30. (4) Reactant: CC1C=CC(S(O[CH:12]([CH2:22][CH2:23][S:24](=[O:27])(=[O:26])[NH2:25])[CH2:13][O:14][CH2:15][C:16]2[CH:21]=[CH:20][CH:19]=[CH:18][CH:17]=2)(=O)=O)=CC=1.C([O-])([O-])=O.[K+].[K+].O.Cl. Product: [CH2:15]([O:14][CH2:13][CH:12]1[CH2:22][CH2:23][S:24](=[O:27])(=[O:26])[NH:25]1)[C:16]1[CH:21]=[CH:20][CH:19]=[CH:18][CH:17]=1. The catalyst class is: 3. (5) Reactant: Cl[C:2]1[C:11]([C:12]#[N:13])=[C:10]([Cl:14])[C:9]2[C:4](=[CH:5][CH:6]=[CH:7][CH:8]=2)[N:3]=1.C([O-])(=[O:17])C.[NH4+]. Product: [Cl:14][C:10]1[C:9]2[C:4](=[CH:5][CH:6]=[CH:7][CH:8]=2)[NH:3][C:2](=[O:17])[C:11]=1[C:12]#[N:13]. The catalyst class is: 15.